Dataset: NCI-60 drug combinations with 297,098 pairs across 59 cell lines. Task: Regression. Given two drug SMILES strings and cell line genomic features, predict the synergy score measuring deviation from expected non-interaction effect. (1) Cell line: BT-549. Synergy scores: CSS=42.2, Synergy_ZIP=-6.62, Synergy_Bliss=-14.1, Synergy_Loewe=-35.5, Synergy_HSA=-8.65. Drug 1: C1=CN(C(=O)N=C1N)C2C(C(C(O2)CO)O)O.Cl. Drug 2: CC1C(C(CC(O1)OC2CC(CC3=C2C(=C4C(=C3O)C(=O)C5=CC=CC=C5C4=O)O)(C(=O)C)O)N)O. (2) Drug 1: CC1=C2C(C(=O)C3(C(CC4C(C3C(C(C2(C)C)(CC1OC(=O)C(C(C5=CC=CC=C5)NC(=O)OC(C)(C)C)O)O)OC(=O)C6=CC=CC=C6)(CO4)OC(=O)C)OC)C)OC. Drug 2: C1=NC2=C(N=C(N=C2N1C3C(C(C(O3)CO)O)O)F)N. Cell line: HS 578T. Synergy scores: CSS=67.4, Synergy_ZIP=11.9, Synergy_Bliss=10.7, Synergy_Loewe=-22.0, Synergy_HSA=11.3.